This data is from Forward reaction prediction with 1.9M reactions from USPTO patents (1976-2016). The task is: Predict the product of the given reaction. Given the reactants [CH3:1][C:2]1[N:6]([C:7]2[CH:12]=[N:11][CH:10]=[CH:9][N:8]=2)[N:5]=[C:4]([C:13]2[CH:18]=[CH:17][CH:16]=[CH:15][CH:14]=2)[C:3]=1[N:19]=O.Cl, predict the reaction product. The product is: [CH3:1][C:2]1[N:6]([C:7]2[CH:12]=[N:11][CH:10]=[CH:9][N:8]=2)[N:5]=[C:4]([C:13]2[CH:18]=[CH:17][CH:16]=[CH:15][CH:14]=2)[C:3]=1[NH2:19].